Dataset: Full USPTO retrosynthesis dataset with 1.9M reactions from patents (1976-2016). Task: Predict the reactants needed to synthesize the given product. Given the product [Cl:40][C:15]1[CH:16]=[C:17]([CH:31]=[C:32]([O:33][CH:34]2[CH2:39][CH2:38][CH2:37][CH2:36][CH2:35]2)[C:14]=1[OH:13])[C:18]([NH:20][C:21]1[CH:22]=[CH:23][C:24]([C:25]([O:27][CH3:28])=[O:26])=[CH:29][CH:30]=1)=[O:19], predict the reactants needed to synthesize it. The reactants are: Br.C(O)(=O)C.C([O:13][C:14]1[C:32]([O:33][CH:34]2[CH2:39][CH2:38][CH2:37][CH2:36][CH2:35]2)=[CH:31][C:17]([C:18]([NH:20][C:21]2[CH:30]=[CH:29][C:24]([C:25]([O:27][CH3:28])=[O:26])=[CH:23][CH:22]=2)=[O:19])=[CH:16][C:15]=1[Cl:40])C1C=CC=CC=1.